Dataset: Catalyst prediction with 721,799 reactions and 888 catalyst types from USPTO. Task: Predict which catalyst facilitates the given reaction. (1) Reactant: [F:1][C:2]1[CH:7]=[C:6]([F:8])[CH:5]=[CH:4][C:3]=1[N:9]1[C:17](=[O:18])[C:16]2[C@H:15]3[C:19]([CH3:21])([CH3:20])[C@:12]([CH3:22])([CH2:13][CH2:14]3)[C:11]=2[NH:10]1.Br[CH2:24][C:25]1[CH:34]=[CH:33][C:28]([C:29]([O:31][CH3:32])=[O:30])=[CH:27][CH:26]=1.ClCCl. Product: [CH3:32][O:31][C:29](=[O:30])[C:28]1[CH:33]=[CH:34][C:25]([CH2:24][N:10]2[C:11]3[C@:12]4([CH3:22])[C:19]([CH3:21])([CH3:20])[C@@H:15]([CH2:14][CH2:13]4)[C:16]=3[C:17](=[O:18])[N:9]2[C:3]2[CH:4]=[CH:5][C:6]([F:8])=[CH:7][C:2]=2[F:1])=[CH:26][CH:27]=1. The catalyst class is: 711. (2) Reactant: [Si:1]([O:8][C:9]1[CH:10]=[C:11]2[C:15](=[CH:16][CH:17]=1)[NH:14][N:13]=[CH:12]2)([C:4]([CH3:7])([CH3:6])[CH3:5])([CH3:3])[CH3:2].[OH-].[K+].[I:20]I. Product: [Si:1]([O:8][C:9]1[CH:10]=[C:11]2[C:15](=[CH:16][CH:17]=1)[NH:14][N:13]=[C:12]2[I:20])([C:4]([CH3:7])([CH3:5])[CH3:6])([CH3:3])[CH3:2]. The catalyst class is: 16. (3) Reactant: [CH2:1]([OH:4])[C:2]#[CH:3].[H-].[Na+].Br[CH2:8][CH2:9][CH2:10][CH2:11][CH2:12][CH2:13][CH2:14][CH2:15][CH2:16][CH2:17][CH2:18][CH2:19][CH2:20][CH2:21][CH2:22][CH2:23][CH2:24][CH3:25].CO. Product: [CH2:1]([O:4][CH2:25][CH2:24][CH2:23][CH2:22][CH2:21][CH2:20][CH2:19][CH2:18][CH2:17][CH2:16][CH2:15][CH2:14][CH2:13][CH2:12][CH2:11][CH2:10][CH2:9][CH3:8])[C:2]#[CH:3]. The catalyst class is: 85. (4) Reactant: [C:1]([O:5][C:6]([NH:8][C@@H:9]([C@@H:21]([O:24][C@@H:25]([CH2:27][CH2:28][CH:29]=[CH2:30])[CH3:26])[CH2:22][CH3:23])[C:10]([N:12]1[CH2:16][C@H:15]([OH:17])[CH2:14][C@H:13]1[C:18](O)=[O:19])=[O:11])=[O:7])([CH3:4])([CH3:3])[CH3:2].C1(C)C=CC(S(O)(=O)=O)=CC=1.[NH2:42][C@:43]1([C:48]([NH:50][S:51]([CH:54]2[CH2:56][CH2:55]2)(=[O:53])=[O:52])=[O:49])[CH2:45][C@H:44]1[CH:46]=[CH2:47].CN(C(ON1N=NC2C=CC=NC1=2)=[N+](C)C)C.F[P-](F)(F)(F)(F)F.C(N(CC)C(C)C)(C)C. Product: [CH:54]1([S:51]([NH:50][C:48]([C@@:43]2([NH:42][C:18]([C@@H:13]3[CH2:14][C@@H:15]([OH:17])[CH2:16][N:12]3[C:10](=[O:11])[C@@H:9]([NH:8][C:6](=[O:7])[O:5][C:1]([CH3:4])([CH3:3])[CH3:2])[C@@H:21]([O:24][C@@H:25]([CH2:27][CH2:28][CH:29]=[CH2:30])[CH3:26])[CH2:22][CH3:23])=[O:19])[CH2:45][C@H:44]2[CH:46]=[CH2:47])=[O:49])(=[O:53])=[O:52])[CH2:56][CH2:55]1. The catalyst class is: 2. (5) Reactant: O[CH2:2][C:3]1[CH:12]=[N:11][C:10]2[N:9]3[CH2:13][CH2:14][CH2:15][CH2:16][C@H:8]3[C:7](=[O:17])[NH:6][C:5]=2[CH:4]=1.[Cl:18][C:19]1[CH:20]=[C:21]([CH:28]=[CH:29][C:30]=1[N:31]1[CH2:36][CH2:35][NH:34][CH2:33][CH2:32]1)[C:22]([NH:24][CH:25]1[CH2:27][CH2:26]1)=[O:23].[I-].C(C[P+](C)(C)C)#N.C(N(CC)C(C)C)(C)C. Product: [Cl:18][C:19]1[CH:20]=[C:21]([CH:28]=[CH:29][C:30]=1[N:31]1[CH2:32][CH2:33][N:34]([CH2:2][C:3]2[CH:12]=[N:11][C:10]3[N:9]4[CH2:13][CH2:14][CH2:15][CH2:16][C@H:8]4[C:7](=[O:17])[NH:6][C:5]=3[CH:4]=2)[CH2:35][CH2:36]1)[C:22]([NH:24][CH:25]1[CH2:27][CH2:26]1)=[O:23]. The catalyst class is: 397. (6) Reactant: [C:1]([O:5][C:6](=[O:21])[NH:7][CH2:8][CH2:9][CH2:10][O:11][C:12]1[CH:17]=[CH:16][C:15]([N+:18]([O-])=O)=[CH:14][CH:13]=1)([CH3:4])([CH3:3])[CH3:2].O.[Cl-].[NH4+]. Product: [C:1]([O:5][C:6](=[O:21])[NH:7][CH2:8][CH2:9][CH2:10][O:11][C:12]1[CH:13]=[CH:14][C:15]([NH2:18])=[CH:16][CH:17]=1)([CH3:4])([CH3:2])[CH3:3]. The catalyst class is: 284. (7) Reactant: [CH3:1][N:2]1[CH2:7][CH2:6][C:5](=[O:8])[CH2:4][CH2:3]1.[CH3:9][N:10]([CH:12]=O)[CH3:11].CC(N(C)C)=O. Product: [CH3:9][N:10](/[CH:12]=[C:4]1\[CH2:3][N:2]([CH3:1])[CH2:7][CH2:6][C:5]\1=[O:8])[CH3:11]. The catalyst class is: 11. (8) Reactant: CS(C)=O.[N+:5](/[CH:8]=[CH:9]/[C:10]1[CH:15]=[CH:14][CH:13]=[C:12]([O:16][C:17]2[CH:22]=[CH:21][CH:20]=[CH:19][CH:18]=2)[CH:11]=1)([O-:7])=[O:6].C(O)(=O)C.[BH4-].[Na+]. Product: [N+:5]([CH2:8][CH2:9][C:10]1[CH:15]=[CH:14][CH:13]=[C:12]([O:16][C:17]2[CH:22]=[CH:21][CH:20]=[CH:19][CH:18]=2)[CH:11]=1)([O-:7])=[O:6]. The catalyst class is: 6. (9) Reactant: [F:1][C:2]1[C:3]([C:8]2[N:9]([CH2:13][C:14]3[N:19]=[CH:18][N:17]4[N:20]=[C:21]([CH2:23]O)[N:22]=[C:16]4[C:15]=3[CH2:25][CH2:26][CH3:27])[CH:10]=[CH:11][N:12]=2)=[N:4][CH:5]=[CH:6][CH:7]=1.COCCN(S(F)(F)[F:38])CCOC.C([O-])(O)=O.[Na+].C(=O)=O. Product: [F:38][CH2:23][C:21]1[N:22]=[C:16]2[N:17]([CH:18]=[N:19][C:14]([CH2:13][N:9]3[CH:10]=[CH:11][N:12]=[C:8]3[C:3]3[C:2]([F:1])=[CH:7][CH:6]=[CH:5][N:4]=3)=[C:15]2[CH2:25][CH2:26][CH3:27])[N:20]=1. The catalyst class is: 4. (10) Reactant: C(N(CC)CC)C.[CH:8]([C:10]1[C:18]2[C:13](=[CH:14][CH:15]=[CH:16][CH:17]=2)[N:12](C(OC(C)(C)C)=O)[CH:11]=1)=[O:9].[CH3:26][O:27][C:28]1[N:33]=[C:32]([N:34]=[CH:35][C:36]2[CH:44]=[C:39]3[CH:40]=[CH:41][CH:42]=[CH:43][N:38]3[N:37]=2)[CH:31]=[N:30][CH:29]=1. Product: [NH:12]1[C:13]2[C:18](=[CH:17][CH:16]=[CH:15][CH:14]=2)[C:10]([C:8](=[O:9])[CH:35]([NH:34][C:32]2[CH:31]=[N:30][CH:29]=[C:28]([O:27][CH3:26])[N:33]=2)[C:36]2[CH:44]=[C:39]3[CH:40]=[CH:41][CH:42]=[CH:43][N:38]3[N:37]=2)=[CH:11]1. The catalyst class is: 433.